This data is from Full USPTO retrosynthesis dataset with 1.9M reactions from patents (1976-2016). The task is: Predict the reactants needed to synthesize the given product. (1) Given the product [Br:11][C:12]1[CH:13]=[C:14]2[C:19](=[CH:20][CH:21]=1)[CH:18]([C:3]([O:7][CH2:8][CH3:9])=[O:10])[C:17](=[O:22])[CH2:16][CH2:15]2, predict the reactants needed to synthesize it. The reactants are: [H-].[Na+].[C:3](=[O:10])([O:7][CH2:8][CH3:9])OCC.[Br:11][C:12]1[CH:13]=[C:14]2[C:19](=[CH:20][CH:21]=1)[CH2:18][C:17](=[O:22])[CH2:16][CH2:15]2.C(O)(=O)C. (2) Given the product [CH3:41][O:40][C:37]1[CH:38]=[CH:39][C:34]([P:33]([C:42]2[CH:43]=[CH:44][C:45]([O:48][CH3:49])=[CH:46][CH:47]=2)([C:30]2[CH:31]=[CH:32][C:27]([O:26][CH3:25])=[CH:28][CH:29]=2)=[N:1][C:4]2[CH:9]=[CH:8][C:7]([C:10]3[CH:15]=[CH:14][C:13]([C:16]4[CH:21]=[CH:20][C:19]([N:22]=[P:33]([C:34]5[CH:39]=[CH:38][C:37]([O:40][CH3:41])=[CH:36][CH:35]=5)([C:42]5[CH:47]=[CH:46][C:45]([O:48][CH3:49])=[CH:44][CH:43]=5)[C:30]5[CH:29]=[CH:28][C:27]([O:26][CH3:25])=[CH:32][CH:31]=5)=[CH:18][CH:17]=4)=[CH:12][CH:11]=3)=[CH:6][CH:5]=2)=[CH:35][CH:36]=1, predict the reactants needed to synthesize it. The reactants are: [N:1]([C:4]1[CH:9]=[CH:8][C:7]([C:10]2[CH:15]=[CH:14][C:13]([C:16]3[CH:21]=[CH:20][C:19]([N:22]=[N+]=[N-])=[CH:18][CH:17]=3)=[CH:12][CH:11]=2)=[CH:6][CH:5]=1)=[N+]=[N-].[CH3:25][O:26][C:27]1[CH:32]=[CH:31][C:30]([P:33]([C:42]2[CH:47]=[CH:46][C:45]([O:48][CH3:49])=[CH:44][CH:43]=2)[C:34]2[CH:39]=[CH:38][C:37]([O:40][CH3:41])=[CH:36][CH:35]=2)=[CH:29][CH:28]=1. (3) Given the product [NH2:27][CH2:26][CH2:25][CH2:24][CH2:23][CH2:22][CH2:21][NH:20][C:18]([C:13]1[CH:14]=[C:15]2[C:10](=[CH:11][CH:12]=1)[C:9](=[O:35])[N:8]([CH:7]1[CH2:6][CH2:5][C:4](=[O:36])[NH:3][C:2]1=[O:1])[C:16]2=[O:17])=[O:19], predict the reactants needed to synthesize it. The reactants are: [O:1]=[C:2]1[CH:7]([N:8]2[C:16](=[O:17])[C:15]3[C:10](=[CH:11][CH:12]=[C:13]([C:18]([NH:20][CH2:21][CH2:22][CH2:23][CH2:24][CH2:25][CH2:26][NH:27]C(=O)OC(C)(C)C)=[O:19])[CH:14]=3)[C:9]2=[O:35])[CH2:6][CH2:5][C:4](=[O:36])[NH:3]1. (4) Given the product [Br:1][C:2]1[CH:3]=[CH:4][C:5]([CH2:6][O:7][CH2:8][CH2:9][CH2:10][CH2:11][CH2:12][CH2:13][CH2:14][CH2:15][O:16][CH2:27][C:23]2([CH2:21][CH3:22])[CH2:26][O:25][CH2:24]2)=[CH:17][CH:18]=1, predict the reactants needed to synthesize it. The reactants are: [Br:1][C:2]1[CH:18]=[CH:17][C:5]([CH2:6][O:7][CH2:8][CH2:9][CH2:10][CH2:11][CH2:12][CH2:13][CH2:14][CH2:15][OH:16])=[CH:4][CH:3]=1.[H][H].[CH2:21]([C:23]1([CH2:27]Cl)[CH2:26][O:25][CH2:24]1)[CH3:22].[I-].[K+]. (5) The reactants are: [Cl:1][C:2]1[CH:7]=[CH:6][CH:5]=[C:4]([CH3:8])[C:3]=1[S:9]([N:12]1[CH2:17][CH2:16][N:15]2[CH:18]=[CH:19][CH:20]=[C:14]2[CH:13]1[C:21](OCC)=[O:22])(=[O:11])=[O:10]. Given the product [Cl:1][C:2]1[CH:7]=[CH:6][CH:5]=[C:4]([CH3:8])[C:3]=1[S:9]([N:12]1[CH2:17][CH2:16][N:15]2[CH:18]=[CH:19][CH:20]=[C:14]2[CH:13]1[CH2:21][OH:22])(=[O:11])=[O:10], predict the reactants needed to synthesize it. (6) Given the product [CH3:14][C:15]1[C:16]([O:24][CH2:25][C:26]([F:29])([F:27])[F:28])=[N:17][CH:18]=[C:19]([CH:23]=1)[C:20]([NH:1][CH2:2][C:3]1[CH:8]=[CH:7][N:6]=[C:5]([NH:9][C:10](=[O:13])[CH2:11][CH3:12])[CH:4]=1)=[O:21], predict the reactants needed to synthesize it. The reactants are: [NH2:1][CH2:2][C:3]1[CH:8]=[CH:7][N:6]=[C:5]([NH:9][C:10](=[O:13])[CH2:11][CH3:12])[CH:4]=1.[CH3:14][C:15]1[C:16]([O:24][CH2:25][C:26]([F:29])([F:28])[F:27])=[N:17][CH:18]=[C:19]([CH:23]=1)[C:20](O)=[O:21].C(N(CC)C(C)C)(C)C.CN(C(ON1N=NC2C=CC=CC1=2)=[N+](C)C)C.F[P-](F)(F)(F)(F)F. (7) Given the product [CH:1]1([O:5][C:6]2[CH:7]=[N:8][N:9]([CH:13]([CH2:17][CH:18]3[CH2:22][CH2:21][CH2:20][CH2:19]3)[C:14]([NH:35][C:32]3[CH:33]=[CH:34][N:30]([CH2:29][C@@H:27]4[CH2:26][O:25][C:24]([CH3:36])([CH3:23])[O:28]4)[N:31]=3)=[O:16])[C:10](=[O:12])[CH:11]=2)[CH2:2][CH2:3][CH2:4]1, predict the reactants needed to synthesize it. The reactants are: [CH:1]1([O:5][C:6]2[CH:7]=[N:8][N:9]([CH:13]([CH2:17][CH:18]3[CH2:22][CH2:21][CH2:20][CH2:19]3)[C:14]([OH:16])=O)[C:10](=[O:12])[CH:11]=2)[CH2:4][CH2:3][CH2:2]1.[CH3:23][C:24]1([CH3:36])[O:28][C@H:27]([CH2:29][N:30]2[CH:34]=[CH:33][C:32]([NH2:35])=[N:31]2)[CH2:26][O:25]1.